This data is from NCI-60 drug combinations with 297,098 pairs across 59 cell lines. The task is: Regression. Given two drug SMILES strings and cell line genomic features, predict the synergy score measuring deviation from expected non-interaction effect. (1) Drug 1: CC12CCC3C(C1CCC2=O)CC(=C)C4=CC(=O)C=CC34C. Drug 2: CCN(CC)CCCC(C)NC1=C2C=C(C=CC2=NC3=C1C=CC(=C3)Cl)OC. Cell line: BT-549. Synergy scores: CSS=45.4, Synergy_ZIP=4.44, Synergy_Bliss=8.06, Synergy_Loewe=9.53, Synergy_HSA=9.02. (2) Drug 1: C1=NC2=C(N=C(N=C2N1C3C(C(C(O3)CO)O)O)F)N. Drug 2: CCC(=C(C1=CC=CC=C1)C2=CC=C(C=C2)OCCN(C)C)C3=CC=CC=C3.C(C(=O)O)C(CC(=O)O)(C(=O)O)O. Cell line: HOP-62. Synergy scores: CSS=2.97, Synergy_ZIP=7.21, Synergy_Bliss=-1.42, Synergy_Loewe=-22.5, Synergy_HSA=-12.1. (3) Drug 1: CC12CCC(CC1=CCC3C2CCC4(C3CC=C4C5=CN=CC=C5)C)O. Drug 2: COC1=C2C(=CC3=C1OC=C3)C=CC(=O)O2. Cell line: UACC-257. Synergy scores: CSS=3.12, Synergy_ZIP=-0.327, Synergy_Bliss=1.85, Synergy_Loewe=-1.24, Synergy_HSA=0.507. (4) Drug 1: CC12CCC3C(C1CCC2O)C(CC4=C3C=CC(=C4)O)CCCCCCCCCS(=O)CCCC(C(F)(F)F)(F)F. Drug 2: CC12CCC3C(C1CCC2OP(=O)(O)O)CCC4=C3C=CC(=C4)OC(=O)N(CCCl)CCCl.[Na+]. Cell line: KM12. Synergy scores: CSS=1.71, Synergy_ZIP=0.342, Synergy_Bliss=0.0705, Synergy_Loewe=-0.564, Synergy_HSA=-1.12.